From a dataset of Reaction yield outcomes from USPTO patents with 853,638 reactions. Predict the reaction yield, written as a fraction of the theoretical maximum amount of product (1.0 means a 100% yield; for example, 0.34 means a 34% yield). (1) The reactants are [CH3:1][C:2]1[C:11]2[S:10][C:9]([C:12]3[N:17]=[C:16]([C:18]([NH:20][CH2:21][CH2:22][CH2:23][CH2:24][CH2:25][CH2:26][NH:27]C(=O)OC(C)(C)C)=[O:19])[CH:15]=[CH:14][CH:13]=3)=[N:8][C:7](=[O:35])[C:6]=2[CH:5]=[CH:4][CH:3]=1.[ClH:36]. The catalyst is O1CCOCC1. The product is [ClH:36].[NH2:27][CH2:26][CH2:25][CH2:24][CH2:23][CH2:22][CH2:21][NH:20][C:18]([C:16]1[CH:15]=[CH:14][CH:13]=[C:12]([C:9]2[S:10][C:11]3[C:2]([CH3:1])=[CH:3][CH:4]=[CH:5][C:6]=3[C:7](=[O:35])[N:8]=2)[N:17]=1)=[O:19]. The yield is 0.200. (2) The reactants are Br[C:2]1[N:7]2[CH:8]=[C:9]([C:11]([O:13][CH2:14][CH3:15])=[O:12])[N:10]=[C:6]2[CH:5]=[CH:4][CH:3]=1.C([O-])(O)=O.[Na+].CO.[C:23]1(B(O)O)[CH:28]=[CH:27][CH:26]=[CH:25][CH:24]=1. The catalyst is C1(C)C=CC=CC=1.O.C1C=CC([P]([Pd]([P](C2C=CC=CC=2)(C2C=CC=CC=2)C2C=CC=CC=2)([P](C2C=CC=CC=2)(C2C=CC=CC=2)C2C=CC=CC=2)[P](C2C=CC=CC=2)(C2C=CC=CC=2)C2C=CC=CC=2)(C2C=CC=CC=2)C2C=CC=CC=2)=CC=1. The product is [C:23]1([C:2]2[N:7]3[CH:8]=[C:9]([C:11]([O:13][CH2:14][CH3:15])=[O:12])[N:10]=[C:6]3[CH:5]=[CH:4][CH:3]=2)[CH:28]=[CH:27][CH:26]=[CH:25][CH:24]=1. The yield is 0.950. (3) The reactants are [Cl:1][CH:2]([C:8](=[O:16])[CH2:9][C:10]1[CH:15]=[CH:14][CH:13]=[CH:12][CH:11]=1)[C:3]([O:5][CH2:6][CH3:7])=[O:4].CC1C=CC(C(C)C)=CC=1.C(N(CC)CC)C.C(O)=O. The catalyst is ClC1C=CC=CC=1.C(OCC)(=O)C.O. The product is [Cl:1][CH:2]([C@H:8]([OH:16])[CH2:9][C:10]1[CH:11]=[CH:12][CH:13]=[CH:14][CH:15]=1)[C:3]([O:5][CH2:6][CH3:7])=[O:4]. The yield is 1.00.